Dataset: Catalyst prediction with 721,799 reactions and 888 catalyst types from USPTO. Task: Predict which catalyst facilitates the given reaction. The catalyst class is: 4. Product: [OH:7][CH:4]1[CH2:5][CH2:6][N:1]([CH2:18][CH2:17][N:9]([CH3:8])[C:10](=[O:16])[O:11][C:12]([CH3:14])([CH3:13])[CH3:15])[CH2:2][CH2:3]1. Reactant: [NH:1]1[CH2:6][CH2:5][CH:4]([OH:7])[CH2:3][CH2:2]1.[CH3:8][N:9]([CH2:17][CH:18]=O)[C:10](=[O:16])[O:11][C:12]([CH3:15])([CH3:14])[CH3:13].[Na].C(O)(=O)C.